This data is from Catalyst prediction with 721,799 reactions and 888 catalyst types from USPTO. The task is: Predict which catalyst facilitates the given reaction. (1) Reactant: [Cl:1][C:2]1[CH:7]=[CH:6][C:5]([C:8](=[O:30])[C:9]([N:11]2[CH2:15][CH2:14][C@H:13]([NH:16][C:17]3[CH:26]=[C:25]([CH3:27])[C:24]4[C:19](=[CH:20][CH:21]=[C:22]([O:28]C)[CH:23]=4)[N:18]=3)[CH2:12]2)=[O:10])=[CH:4][CH:3]=1.B(Br)(Br)Br.C(=O)([O-])O.[Na+]. Product: [Cl:1][C:2]1[CH:7]=[CH:6][C:5]([C:8](=[O:30])[C:9]([N:11]2[CH2:15][CH2:14][C@H:13]([NH:16][C:17]3[CH:26]=[C:25]([CH3:27])[C:24]4[C:19](=[CH:20][CH:21]=[C:22]([OH:28])[CH:23]=4)[N:18]=3)[CH2:12]2)=[O:10])=[CH:4][CH:3]=1. The catalyst class is: 4. (2) Reactant: [C:1]1([C@H:7]2[CH2:12][CH2:11][CH2:10][NH:9][CH2:8]2)[CH:6]=[CH:5][CH:4]=[CH:3][CH:2]=1.[F:13][C:14]([F:19])([F:18])[C@@H:15]1[CH2:17][O:16]1. Product: [F:13][C:14]([F:19])([F:18])[C@@H:15]([OH:16])[CH2:17][N:9]1[CH2:10][CH2:11][CH2:12][C@H:7]([C:1]2[CH:6]=[CH:5][CH:4]=[CH:3][CH:2]=2)[CH2:8]1. The catalyst class is: 10. (3) Reactant: C(N(CC)CC)C.[CH2:8]([O:15][C:16]1[CH:17]=[C:18]([CH:22]=[CH:23][CH:24]=1)[C:19](Cl)=[O:20])[C:9]1[CH:14]=[CH:13][CH:12]=[CH:11][CH:10]=1.[CH2:25]([O:32][C:33]1[C:34]([CH3:42])=[C:35]([CH3:41])[C:36]([NH2:40])=[N:37][C:38]=1[CH3:39])[C:26]1[CH:31]=[CH:30][CH:29]=[CH:28][CH:27]=1. Product: [CH2:8]([O:15][C:16]1[CH:17]=[C:18]([CH:22]=[CH:23][CH:24]=1)[C:19]([NH:40][C:36]1[C:35]([CH3:41])=[C:34]([CH3:42])[C:33]([O:32][CH2:25][C:26]2[CH:31]=[CH:30][CH:29]=[CH:28][CH:27]=2)=[C:38]([CH3:39])[N:37]=1)=[O:20])[C:9]1[CH:14]=[CH:13][CH:12]=[CH:11][CH:10]=1. The catalyst class is: 2. (4) Reactant: [Cl:1][C:2]1[CH:7]=[CH:6][CH:5]=[C:4]([C:8]([F:11])([F:10])[F:9])[C:3]=1[C:12]1[NH:13][C:14]2[CH:20]=[C:19]([C:21](Cl)=[O:22])[CH:18]=[CH:17][C:15]=2[N:16]=1.[N:24]1[C:33]2[C:28](=[CH:29][CH:30]=[CH:31][CH:32]=2)[CH:27]=[CH:26][C:25]=1[NH2:34].CCN(C(C)C)C(C)C. Product: [N:24]1[C:33]2[C:28](=[CH:29][CH:30]=[CH:31][CH:32]=2)[CH:27]=[CH:26][C:25]=1[NH:34][C:21]([C:19]1[CH:18]=[CH:17][C:15]2[N:16]=[C:12]([C:3]3[C:4]([C:8]([F:10])([F:11])[F:9])=[CH:5][CH:6]=[CH:7][C:2]=3[Cl:1])[NH:13][C:14]=2[CH:20]=1)=[O:22]. The catalyst class is: 1. (5) Reactant: [CH2:1]([N:3]1[C:8]([CH3:10])([CH3:9])[C:7]([CH3:12])([CH3:11])[O:6][C:5](=[O:13])[CH:4]1[CH2:14][C:15]([OH:17])=O)[CH3:2].C(N(C(C)C)CC)(C)C.CN(C(ON1N=NC2C=CC=NC1=2)=[N+](C)C)C.F[P-](F)(F)(F)(F)F.[CH:51]([C:54]1[CH:60]=[CH:59][C:57]([NH2:58])=[CH:56][CH:55]=1)([CH3:53])[CH3:52]. Product: [CH2:1]([N:3]1[C:8]([CH3:9])([CH3:10])[C:7]([CH3:11])([CH3:12])[O:6][C:5](=[O:13])[CH:4]1[CH2:14][C:15]([NH:58][C:57]1[CH:59]=[CH:60][C:54]([CH:51]([CH3:53])[CH3:52])=[CH:55][CH:56]=1)=[O:17])[CH3:2]. The catalyst class is: 3. (6) Reactant: [OH:1][CH:2]1[C:7]2[NH:8][C:9]3[CH:10]=[CH:11][C:12]([CH3:15])=[CH:13][C:14]=3[C:6]=2[CH2:5][N:4]([CH3:16])[C:3]1=[O:17].[CH3:18][C:19]1[CH:24]=[CH:23][C:22]([CH:25]=[CH2:26])=[CH:21][N:20]=1.[OH-].[K+]. Product: [OH:1][CH:2]1[C:7]2[N:8]([CH2:26][CH2:25][C:22]3[CH:21]=[N:20][C:19]([CH3:18])=[CH:24][CH:23]=3)[C:9]3[CH:10]=[CH:11][C:12]([CH3:15])=[CH:13][C:14]=3[C:6]=2[CH2:5][N:4]([CH3:16])[C:3]1=[O:17]. The catalyst class is: 37. (7) Reactant: [NH:1]1[C:9]2[C:4](=[CH:5][CH:6]=[CH:7][CH:8]=2)[CH2:3][C:2]1=[O:10].[CH2:11]([N:13]([CH2:28][CH3:29])[CH2:14][CH2:15][NH:16][C:17]([C:19]1[C:23]([CH3:24])=[C:22]([CH:25]=O)[NH:21][C:20]=1[CH3:27])=[O:18])[CH3:12]. Product: [CH2:28]([N:13]([CH2:11][CH3:12])[CH2:14][CH2:15][NH:16][C:17]([C:19]1[C:23]([CH3:24])=[C:22]([CH:25]=[C:3]2[C:4]3[C:9](=[CH:8][CH:7]=[CH:6][CH:5]=3)[NH:1][C:2]2=[O:10])[NH:21][C:20]=1[CH3:27])=[O:18])[CH3:29]. The catalyst class is: 495. (8) Reactant: [CH3:1][N:2]1[C:6](=S)[CH2:5][CH2:4][C@H:3]1[CH2:8][C:9]#[N:10]. Product: [CH3:1][N:2]1[CH2:6][CH2:5][CH2:4][C@H:3]1[CH2:8][C:9]#[N:10]. The catalyst class is: 592.